From a dataset of Peptide-MHC class I binding affinity with 185,985 pairs from IEDB/IMGT. Regression. Given a peptide amino acid sequence and an MHC pseudo amino acid sequence, predict their binding affinity value. This is MHC class I binding data. (1) The peptide sequence is ELLDHLLLF. The MHC is HLA-B39:01 with pseudo-sequence HLA-B39:01. The binding affinity (normalized) is 0.0847. (2) The peptide sequence is DEVEFLGHY. The MHC is HLA-A23:01 with pseudo-sequence HLA-A23:01. The binding affinity (normalized) is 0. (3) The peptide sequence is SSGFYFEIAR. The MHC is HLA-A68:01 with pseudo-sequence HLA-A68:01. The binding affinity (normalized) is 0.760. (4) The peptide sequence is REIGDISYL. The MHC is HLA-A26:02 with pseudo-sequence HLA-A26:02. The binding affinity (normalized) is 0.0847. (5) The peptide sequence is KLTQGRQTY. The MHC is HLA-B15:09 with pseudo-sequence HLA-B15:09. The binding affinity (normalized) is 0.0847. (6) The peptide sequence is YVIKKSSPL. The MHC is HLA-C05:01 with pseudo-sequence HLA-C05:01. The binding affinity (normalized) is 0.0847.